Dataset: Full USPTO retrosynthesis dataset with 1.9M reactions from patents (1976-2016). Task: Predict the reactants needed to synthesize the given product. Given the product [F:1][C:2]1[CH:3]=[C:4]([CH:20]=[CH:21][CH:22]=1)[CH2:5][NH:6][C:7]1[N:8]=[C:9]([C:13]2[CH:18]=[CH:17][N:16]=[C:15]([NH:29][C@H:26]3[CH2:27][CH2:28][C@H:23]([NH2:30])[CH2:24][CH2:25]3)[CH:14]=2)[CH:10]=[N:11][CH:12]=1, predict the reactants needed to synthesize it. The reactants are: [F:1][C:2]1[CH:3]=[C:4]([CH:20]=[CH:21][CH:22]=1)[CH2:5][NH:6][C:7]1[CH:12]=[N:11][CH:10]=[C:9]([C:13]2[CH:18]=[CH:17][N:16]=[C:15](F)[CH:14]=2)[N:8]=1.[C@H:23]1([NH2:30])[CH2:28][CH2:27][C@H:26]([NH2:29])[CH2:25][CH2:24]1.